From a dataset of Peptide-MHC class I binding affinity with 185,985 pairs from IEDB/IMGT. Regression. Given a peptide amino acid sequence and an MHC pseudo amino acid sequence, predict their binding affinity value. This is MHC class I binding data. (1) The peptide sequence is VHGMNFTKL. The MHC is HLA-A01:01 with pseudo-sequence HLA-A01:01. The binding affinity (normalized) is 0.0847. (2) The peptide sequence is WEITYLGTT. The MHC is HLA-B44:02 with pseudo-sequence HLA-B44:02. The binding affinity (normalized) is 0.0847. (3) The binding affinity (normalized) is 0. The peptide sequence is RRWIQLGLQK. The MHC is HLA-B35:01 with pseudo-sequence HLA-B35:01.